From a dataset of Peptide-MHC class I binding affinity with 185,985 pairs from IEDB/IMGT. Regression. Given a peptide amino acid sequence and an MHC pseudo amino acid sequence, predict their binding affinity value. This is MHC class I binding data. The peptide sequence is TVAPPAPVY. The MHC is HLA-B35:01 with pseudo-sequence HLA-B35:01. The binding affinity (normalized) is 1.00.